This data is from Forward reaction prediction with 1.9M reactions from USPTO patents (1976-2016). The task is: Predict the product of the given reaction. (1) Given the reactants C(OC1C=CC2SC([NH:12][C:13]([C:15]3[O:16][C:17]4[C:22]([C:23](=[O:25])[CH:24]=3)=[CH:21][CH:20]=[CH:19][C:18]=4[N:26]3[CH2:31][CH2:30][N:29]([CH3:32])[CH2:28][CH2:27]3)=[O:14])=NC=2C=1)C.N[C:35]1[CH:40]=[CH:39][C:38]([N:41]2[CH2:46][CH2:45][N:44]([C:47](=[O:50])[CH2:48][CH3:49])[CH2:43][CH2:42]2)=[CH:37][CH:36]=1.[O:51]1CCN(C2C=CC(N)=CC=2)[CH2:53][CH2:52]1, predict the reaction product. The product is: [C:47]([N:44]1[CH2:45][CH2:46][N:41]([C:38]2[CH:39]=[CH:40][C:35]([NH:12][C:13]([C:15]3[O:16][C:17]4[C:22]([C:23](=[O:25])[CH:24]=3)=[CH:21][C:20]([O:51][CH2:52][CH3:53])=[CH:19][C:18]=4[N:26]3[CH2:27][CH2:28][N:29]([CH3:32])[CH2:30][CH2:31]3)=[O:14])=[CH:36][CH:37]=2)[CH2:42][CH2:43]1)(=[O:50])[CH2:48][CH3:49]. (2) The product is: [Cl:1][C:2]1[CH:3]=[C:4]2[C:9](=[C:10]([Cl:12])[N:11]=1)[C:8](=[O:13])[N:7]([CH3:16])[CH:6]=[CH:5]2. Given the reactants [Cl:1][C:2]1[CH:3]=[C:4]2[C:9](=[C:10]([Cl:12])[N:11]=1)[C:8](=[O:13])[NH:7][CH:6]=[CH:5]2.[H-].[Na+].[CH3:16]I, predict the reaction product. (3) Given the reactants [Br:1][C:2]1[S:3][C:4](Br)=[CH:5][CH:6]=1.[NH:8]1[C:16]2[C:11](=[CH:12][C:13](B(O)O)=[CH:14][CH:15]=2)[CH:10]=[CH:9]1, predict the reaction product. The product is: [Br:1][C:2]1[S:3][C:4]([C:13]2[CH:12]=[C:11]3[C:16](=[CH:15][CH:14]=2)[NH:8][CH:9]=[CH:10]3)=[CH:5][CH:6]=1.